From a dataset of Forward reaction prediction with 1.9M reactions from USPTO patents (1976-2016). Predict the product of the given reaction. (1) Given the reactants [Cl:1][C:2]1[CH:3]=[C:4]([CH:7]=[C:8]([C:10]([F:13])([F:12])[F:11])[CH:9]=1)[CH:5]=O.[CH3:14][NH2:15].[BH4-].[Na+].O, predict the reaction product. The product is: [ClH:1].[Cl:1][C:2]1[CH:3]=[C:4]([CH2:5][NH:15][CH3:14])[CH:7]=[C:8]([C:10]([F:13])([F:12])[F:11])[CH:9]=1. (2) Given the reactants [C:1]([C:5]1[CH:6]=[C:7]([CH:12]=[C:13](I)[C:14]=1[O:15][CH3:16])[C:8]([O:10][CH3:11])=[O:9])([CH3:4])([CH3:3])[CH3:2].[Cu](C#N)[C:19]#[N:20].C(=O)([O-])[O-].[K+].[K+], predict the reaction product. The product is: [C:1]([C:5]1[CH:6]=[C:7]([CH:12]=[C:13]([C:19]#[N:20])[C:14]=1[O:15][CH3:16])[C:8]([O:10][CH3:11])=[O:9])([CH3:4])([CH3:3])[CH3:2]. (3) Given the reactants O[CH2:2][C@@H:3]([C@H:5]([C@@H:7]([C@@H:9]([CH2:11][OH:12])[OH:10])[OH:8])[OH:6])[OH:4].[C:13](O)(=[O:31])[CH2:14][CH2:15][CH2:16][CH2:17][CH2:18][CH2:19][CH2:20]/[CH:21]=[CH:22]\[CH2:23][CH2:24][CH2:25][CH2:26][CH2:27][CH2:28][CH2:29][CH3:30].C(=O)([O-])[O-].[Na+].[Na+].[PH2]([O-])=O.[Na+], predict the reaction product. The product is: [CH3:30][CH2:29][CH2:28][CH2:27][CH2:26][CH2:25][CH2:24][CH2:23]/[CH:22]=[CH:21]\[CH2:20][CH2:19][CH2:18][CH2:17][CH2:16][CH2:15][CH2:14][C:13]([O:12][CH2:11][CH:9]([OH:10])[C@H:7]1[O:8][CH2:2][C@H:3]([OH:4])[C@H:5]1[OH:6])=[O:31]. (4) Given the reactants Br[C:2]1[C:10]2[N:9]3[CH:11]([CH3:17])[CH2:12][CH2:13][NH:14][C:15](=[O:16])[C:8]3=[CH:7][C:6]=2[CH:5]=[C:4]([F:18])[CH:3]=1.[F:19][C:20]1[CH:25]=[CH:24][C:23](B(O)O)=[CH:22][CH:21]=1, predict the reaction product. The product is: [F:18][C:4]1[CH:3]=[C:2]([C:23]2[CH:24]=[CH:25][C:20]([F:19])=[CH:21][CH:22]=2)[C:10]2[N:9]3[CH:11]([CH3:17])[CH2:12][CH2:13][NH:14][C:15](=[O:16])[C:8]3=[CH:7][C:6]=2[CH:5]=1. (5) Given the reactants O=[CH:2][C@@H:3]([C@H:5]([C@@H:7]([C@@H:9]([CH2:11][OH:12])[OH:10])[OH:8])[OH:6])[OH:4].[C:13]([NH:23][NH2:24])(=[O:22])[CH2:14][CH2:15][CH2:16][CH2:17][C:18]([NH:20][NH2:21])=[O:19], predict the reaction product. The product is: [OH:4][CH:3]1[CH:5]([OH:6])[CH:7]([OH:8])[CH:9]([CH2:11][OH:12])[O:10][CH:2]1[NH:24][NH:23][C:13]([CH2:14][CH2:15][CH2:16][CH2:17][C:18]([NH:20][NH2:21])=[O:19])=[O:22]. (6) Given the reactants Br[CH2:2][C:3]1[CH:12]=[CH:11][C:6]([C:7]([O:9][CH3:10])=[O:8])=[CH:5][C:4]=1[O:13][S:14]([CH3:17])(=[O:16])=[O:15].[CH3:18][CH:19]1[CH2:28][CH2:27][C:26]2[C:21](=[CH:22][CH:23]=[CH:24][CH:25]=2)[NH:20]1.C(=O)([O-])[O-].[K+].[K+].CN(C)C=O, predict the reaction product. The product is: [CH3:18][CH:19]1[CH2:28][CH2:27][C:26]2[C:21](=[CH:22][CH:23]=[CH:24][CH:25]=2)[N:20]1[CH2:2][C:3]1[CH:12]=[CH:11][C:6]([C:7]([O:9][CH3:10])=[O:8])=[CH:5][C:4]=1[O:13][S:14]([CH3:17])(=[O:16])=[O:15]. (7) Given the reactants [F:1][C:2]1[CH:3]=[C:4]([CH:6]=[CH:7][CH:8]=1)[NH2:5].[C:9]([O:13][CH2:14][CH3:15])(=[O:12])[CH:10]=[CH2:11], predict the reaction product. The product is: [F:1][C:2]1[CH:3]=[C:4]([NH:5][CH2:11][CH2:10][C:9]([O:13][CH2:14][CH3:15])=[O:12])[CH:6]=[CH:7][CH:8]=1.